Dataset: Reaction yield outcomes from USPTO patents with 853,638 reactions. Task: Predict the reaction yield, written as a fraction of the theoretical maximum amount of product (1.0 means a 100% yield; for example, 0.34 means a 34% yield). The reactants are C([O:8][CH2:9][C:10]1[O:11][C:12]2[C:21]3[CH:20]([CH2:22][CH2:23][NH:24][C:25](=[O:27])[CH3:26])[CH2:19][CH2:18][C:17]=3[CH:16]=[CH:15][C:13]=2[N:14]=1)C1C=CC=CC=1. The catalyst is CO.[C].[Pd]. The product is [OH:8][CH2:9][C:10]1[O:11][C:12]2[C:21]3[CH:20]([CH2:22][CH2:23][NH:24][C:25](=[O:27])[CH3:26])[CH2:19][CH2:18][C:17]=3[CH:16]=[CH:15][C:13]=2[N:14]=1. The yield is 0.530.